This data is from NCI-60 drug combinations with 297,098 pairs across 59 cell lines. The task is: Regression. Given two drug SMILES strings and cell line genomic features, predict the synergy score measuring deviation from expected non-interaction effect. (1) Cell line: LOX IMVI. Drug 2: CCN(CC)CCCC(C)NC1=C2C=C(C=CC2=NC3=C1C=CC(=C3)Cl)OC. Synergy scores: CSS=49.8, Synergy_ZIP=-7.32, Synergy_Bliss=-2.13, Synergy_Loewe=-15.0, Synergy_HSA=1.66. Drug 1: C1C(C(OC1N2C=C(C(=O)NC2=O)F)CO)O. (2) Drug 1: CC1CCC2CC(C(=CC=CC=CC(CC(C(=O)C(C(C(=CC(C(=O)CC(OC(=O)C3CCCCN3C(=O)C(=O)C1(O2)O)C(C)CC4CCC(C(C4)OC)OCCO)C)C)O)OC)C)C)C)OC. Drug 2: CS(=O)(=O)OCCCCOS(=O)(=O)C. Cell line: SK-MEL-28. Synergy scores: CSS=13.1, Synergy_ZIP=0.886, Synergy_Bliss=2.73, Synergy_Loewe=-5.96, Synergy_HSA=2.07. (3) Drug 1: CN(C)C1=NC(=NC(=N1)N(C)C)N(C)C. Drug 2: C1=NC2=C(N=C(N=C2N1C3C(C(C(O3)CO)O)F)Cl)N. Cell line: SNB-19. Synergy scores: CSS=38.8, Synergy_ZIP=1.74, Synergy_Bliss=2.45, Synergy_Loewe=-35.8, Synergy_HSA=1.41. (4) Drug 1: CC1=C2C(C(=O)C3(C(CC4C(C3C(C(C2(C)C)(CC1OC(=O)C(C(C5=CC=CC=C5)NC(=O)OC(C)(C)C)O)O)OC(=O)C6=CC=CC=C6)(CO4)OC(=O)C)OC)C)OC. Drug 2: COC1=NC(=NC2=C1N=CN2C3C(C(C(O3)CO)O)O)N. Cell line: OVCAR-8. Synergy scores: CSS=44.5, Synergy_ZIP=1.16, Synergy_Bliss=-2.31, Synergy_Loewe=-29.3, Synergy_HSA=-2.03. (5) Drug 1: C1=C(C(=O)NC(=O)N1)F. Drug 2: CN(C)C1=NC(=NC(=N1)N(C)C)N(C)C. Cell line: KM12. Synergy scores: CSS=22.9, Synergy_ZIP=-14.1, Synergy_Bliss=-23.7, Synergy_Loewe=-26.4, Synergy_HSA=-16.8. (6) Drug 1: CC1C(C(CC(O1)OC2CC(CC3=C2C(=C4C(=C3O)C(=O)C5=C(C4=O)C(=CC=C5)OC)O)(C(=O)CO)O)N)O.Cl. Drug 2: C1CN(CCN1C(=O)CCBr)C(=O)CCBr. Cell line: SK-MEL-5. Synergy scores: CSS=20.9, Synergy_ZIP=-4.40, Synergy_Bliss=0.872, Synergy_Loewe=2.28, Synergy_HSA=2.97.